Dataset: Full USPTO retrosynthesis dataset with 1.9M reactions from patents (1976-2016). Task: Predict the reactants needed to synthesize the given product. (1) Given the product [O:63]=[C:54]1[C:55]2[C:60](=[CH:59][CH:58]=[CH:57][CH:56]=2)[C:61](=[O:62])[N:53]1[CH2:52][C@@H:51]([NH:50][C:13]([C:10]1[S:11][CH:12]=[C:8]([C:7]2[N:3]([CH2:1][CH3:2])[N:4]=[CH:5][C:6]=2[CH3:16])[CH:9]=1)=[O:15])[CH2:64][C:65]1[CH:66]=[CH:67][CH:71]=[CH:70][C:69]=1[C:72]([F:74])([F:75])[F:73], predict the reactants needed to synthesize it. The reactants are: [CH2:1]([N:3]1[C:7]([C:8]2[CH:9]=[C:10]([C:13]([OH:15])=O)[S:11][CH:12]=2)=[C:6]([CH3:16])[CH:5]=[N:4]1)[CH3:2].F[P-](F)(F)(F)(F)F.Br[P+](N1CCCC1)(N1CCCC1)N1CCCC1.CCN(C(C)C)C(C)C.[NH2:50][C@@H:51]([CH2:64]/[C:65](/[C:69](/[C:72]([F:75])([F:74])[F:73])=[CH:70]\[CH3:71])=[CH:66]/[CH:67]=C)[CH2:52][N:53]1[C:61](=[O:62])[C:60]2[C:55](=[CH:56][CH:57]=[CH:58][CH:59]=2)[C:54]1=[O:63]. (2) Given the product [Br:15][C:11]1[S:12][C:6]2[NH:5][C:4](=[O:14])[N:3]([CH2:1][CH3:2])[C:8](=[O:9])[C:7]=2[C:10]=1[CH3:13], predict the reactants needed to synthesize it. The reactants are: [CH2:1]([N:3]1[C:8](=[O:9])[C:7]2[C:10]([CH3:13])=[CH:11][S:12][C:6]=2[NH:5][C:4]1=[O:14])[CH3:2].[Br:15]N1C(=O)CCC1=O.CO. (3) Given the product [C:19]([O-:31])(=[O:30])[CH2:20][C:21]([CH2:26][C:27]([O-:29])=[O:28])([C:23]([O-:25])=[O:24])[OH:22].[Co+3:1].[NH3:9], predict the reactants needed to synthesize it. The reactants are: [Co:1].S([O-])([O-])(=O)=O.[Co+2].S(=O)(=O)([O-])[NH2:9].[Co+2].S(=O)(=O)([O-])N.[C:19]([O-:31])(=[O:30])[CH2:20][C:21]([CH2:26][C:27]([O-:29])=[O:28])([C:23]([O-:25])=[O:24])[OH:22].[Na+].[Na+].[Na+].[OH-].N. (4) The reactants are: [Cl:1][C:2]1[C:3](I)=[N:4][C:5]([O:10][CH3:11])=[C:6]([O:8][CH3:9])[CH:7]=1.[Cu](C#N)[C:14]#[N:15]. Given the product [Cl:1][C:2]1[C:3]([C:14]#[N:15])=[N:4][C:5]([O:10][CH3:11])=[C:6]([O:8][CH3:9])[CH:7]=1, predict the reactants needed to synthesize it. (5) Given the product [CH2:1]([C:3]1[S:4][CH:5]=[C:6](/[CH:8]=[CH:9]/[C:10]2[C:11]([O:21][CH2:22][C:23]3[CH:46]=[CH:45][C:26]([O:27][CH2:28][C:29]4[N:30]=[C:31]([C:35]5[CH:36]=[C:37]([CH2:38][OH:39])[CH:42]=[CH:43][CH:44]=5)[O:32][C:33]=4[CH3:34])=[C:25]([O:47][CH3:48])[CH:24]=3)=[N:12][N:13]([C:15]3[CH:16]=[CH:17][CH:18]=[CH:19][CH:20]=3)[CH:14]=2)[N:7]=1)[CH3:2], predict the reactants needed to synthesize it. The reactants are: [CH2:1]([C:3]1[S:4][CH:5]=[C:6](/[CH:8]=[CH:9]/[C:10]2[C:11]([O:21][CH2:22][C:23]3[CH:46]=[CH:45][C:26]([O:27][CH2:28][C:29]4[N:30]=[C:31]([C:35]5[CH:36]=[C:37]([CH:42]=[CH:43][CH:44]=5)[C:38](OC)=[O:39])[O:32][C:33]=4[CH3:34])=[C:25]([O:47][CH3:48])[CH:24]=3)=[N:12][N:13]([C:15]3[CH:20]=[CH:19][CH:18]=[CH:17][CH:16]=3)[CH:14]=2)[N:7]=1)[CH3:2].[BH4-].[Li+].O1CCCC1.